Dataset: TCR-epitope binding with 47,182 pairs between 192 epitopes and 23,139 TCRs. Task: Binary Classification. Given a T-cell receptor sequence (or CDR3 region) and an epitope sequence, predict whether binding occurs between them. (1) The epitope is NLVPMVATV. The TCR CDR3 sequence is CASSVRSSMNTEAFF. Result: 0 (the TCR does not bind to the epitope). (2) The epitope is PROT_97E67BCC. The TCR CDR3 sequence is CASSVTPQGTEAFF. Result: 0 (the TCR does not bind to the epitope). (3) The epitope is EHPTFTSQYRIQGKL. The TCR CDR3 sequence is CSVDVPGQGEGYTF. Result: 0 (the TCR does not bind to the epitope). (4) The epitope is FLKEKGGL. The TCR CDR3 sequence is CTSSAGTGSAQETQYF. Result: 1 (the TCR binds to the epitope). (5) The epitope is RLQSLQTYV. The TCR CDR3 sequence is CASSVGTALDSYNEQFF. Result: 0 (the TCR does not bind to the epitope). (6) The epitope is KLVALGINAV. The TCR CDR3 sequence is CASSLIAGGQETQYF. Result: 0 (the TCR does not bind to the epitope).